Dataset: Reaction yield outcomes from USPTO patents with 853,638 reactions. Task: Predict the reaction yield, written as a fraction of the theoretical maximum amount of product (1.0 means a 100% yield; for example, 0.34 means a 34% yield). (1) The reactants are [CH2:1]([N:5]1[C:14](=[O:15])[C:13]([C:16]([OH:18])=O)=[C:12]2[C:7]([CH2:8][CH2:9][CH2:10][CH2:11]2)=[CH:6]1)[CH2:2][CH2:3][CH3:4].S(Cl)(Cl)=O.[CH2:23]([NH2:30])[C:24]1[CH:29]=[CH:28][CH:27]=[CH:26][CH:25]=1.Cl. The catalyst is C1(C)C=CC=CC=1.C(Cl)Cl.CN(C=O)C. The product is [CH2:23]([NH:30][C:16]([C:13]1[C:14](=[O:15])[N:5]([CH2:1][CH2:2][CH2:3][CH3:4])[CH:6]=[C:7]2[C:12]=1[CH2:11][CH2:10][CH2:9][CH2:8]2)=[O:18])[C:24]1[CH:29]=[CH:28][CH:27]=[CH:26][CH:25]=1. The yield is 0.740. (2) The reactants are CN(C=[O:5])C.[C:6]([CH:13]([NH2:16])[CH2:14]Br)([O:8][C:9]([CH3:12])([CH3:11])[CH3:10])=[O:7].[CH:17]1[CH:18]=[CH:19][C:20]([NH:27][C:28]2[C:29]([Cl:35])=[CH:30][CH:31]=[CH:32][C:33]=2[Cl:34])=[C:21]([CH2:23][C:24]([O-:26])=[O:25])[CH:22]=1.[Na+]. The catalyst is C(OCC)(=O)C. The product is [C:6]([C:13]([NH2:16])([OH:5])[CH3:14])([O:8][C:9]([CH3:12])([CH3:11])[CH3:10])=[O:7].[CH:17]1[CH:18]=[CH:19][C:20]([NH:27][C:28]2[C:33]([Cl:34])=[CH:32][CH:31]=[CH:30][C:29]=2[Cl:35])=[C:21]([CH2:23][C:24]([OH:26])=[O:25])[CH:22]=1. The yield is 0.600. (3) The catalyst is CN(C)C=O. The product is [CH3:22][C:17]1[CH:16]=[C:15]([N:12]2[CH:13]=[CH:14][C:10]([NH:9][C:7](=[O:8])[C:6]3[CH:23]=[C:2]([N:33]4[CH2:38][CH2:37][CH2:36][CH2:35][CH2:34]4)[CH:3]=[CH:4][C:5]=3[N+:24]([O-:26])=[O:25])=[N:11]2)[CH:20]=[CH:19][C:18]=1[CH3:21]. The reactants are Cl[C:2]1[CH:3]=[CH:4][C:5]([N+:24]([O-:26])=[O:25])=[C:6]([CH:23]=1)[C:7]([NH:9][C:10]1[CH:14]=[CH:13][N:12]([C:15]2[CH:20]=[CH:19][C:18]([CH3:21])=[C:17]([CH3:22])[CH:16]=2)[N:11]=1)=[O:8].C(=O)([O-])[O-].[K+].[K+].[NH:33]1[CH2:38][CH2:37][CH2:36][CH2:35][CH2:34]1. The yield is 0.880. (4) The reactants are [CH2:1]([C:9]1[CH:15]=[CH:14][C:12](N)=[CH:11][CH:10]=1)[C:2]1[CH:8]=[CH:7][C:5]([NH2:6])=[CH:4][CH:3]=1.C(OC([O:26][C:27]([CH3:30])([CH3:29])[CH3:28])=O)([O:26][C:27]([CH3:30])([CH3:29])[CH3:28])=O.C([NH:39][C:40]1C=CC=CC=1)NC1C=CC=CC=1.C1C[O:49]CC1. The catalyst is CCOCC. The product is [C:27]([O:26][NH:39][C:40]([C:12]1[CH:14]=[CH:15][C:9]([CH2:1][C:2]2[CH:8]=[CH:7][C:5]([NH2:6])=[CH:4][CH:3]=2)=[CH:10][CH:11]=1)=[O:49])([CH3:28])([CH3:29])[CH3:30]. The yield is 0.460. (5) The reactants are [Br:1][C:2]1[CH:3]=[C:4]2[C:9](=[CH:10][CH:11]=1)[N:8]([C:12](=[O:17])[C:13]([F:16])([F:15])[F:14])[C@@H:7]([CH3:18])[CH2:6][NH:5]2.N1C=CC=CC=1.[F:25][C:26]1[CH:34]=[CH:33][CH:32]=[CH:31][C:27]=1[C:28](Cl)=[O:29]. The catalyst is ClCCl. The product is [Br:1][C:2]1[CH:3]=[C:4]2[C:9](=[CH:10][CH:11]=1)[N:8]([C:12](=[O:17])[C:13]([F:14])([F:16])[F:15])[C@@H:7]([CH3:18])[CH2:6][N:5]2[C:28](=[O:29])[C:27]1[CH:31]=[CH:32][CH:33]=[CH:34][C:26]=1[F:25]. The yield is 1.00. (6) The reactants are [F:1][C:2]1[CH:7]=[CH:6][C:5]([O:8][C:9]2[CH:14]=[CH:13][C:12]([N+:15]([O-])=O)=[CH:11][CH:10]=2)=[CH:4][C:3]=1[C:18]([F:21])([F:20])[F:19]. The catalyst is CO.[Pd]. The product is [F:1][C:2]1[CH:7]=[CH:6][C:5]([O:8][C:9]2[CH:10]=[CH:11][C:12]([NH2:15])=[CH:13][CH:14]=2)=[CH:4][C:3]=1[C:18]([F:19])([F:20])[F:21]. The yield is 0.950. (7) The reactants are [CH2:1]([O:8][C:9]1[CH:31]=[CH:30][C:29]([C:32](=O)[CH2:33]Br)=[CH:28][C:10]=1[C:11]([NH:13][C:14]1[CH:19]=[C:18]([C:20]([F:23])([F:22])[F:21])[CH:17]=[C:16]([C:24]([F:27])([F:26])[F:25])[CH:15]=1)=[O:12])[C:2]1[CH:7]=[CH:6][CH:5]=[CH:4][CH:3]=1.[C:36]([NH2:39])(=[S:38])[CH3:37].C(=O)([O-])O.[Na+].C(O)C. The catalyst is O. The product is [CH2:1]([O:8][C:9]1[CH:31]=[CH:30][C:29]([C:32]2[N:39]=[C:36]([CH3:37])[S:38][CH:33]=2)=[CH:28][C:10]=1[C:11]([NH:13][C:14]1[CH:19]=[C:18]([C:20]([F:22])([F:23])[F:21])[CH:17]=[C:16]([C:24]([F:27])([F:25])[F:26])[CH:15]=1)=[O:12])[C:2]1[CH:7]=[CH:6][CH:5]=[CH:4][CH:3]=1. The yield is 0.675.